This data is from Full USPTO retrosynthesis dataset with 1.9M reactions from patents (1976-2016). The task is: Predict the reactants needed to synthesize the given product. (1) The reactants are: [Mg].Br[C:3]1[CH:8]=[CH:7][C:6]([C:9]2[CH:14]=[CH:13][CH:12]=[CH:11][C:10]=2[CH:15]=[CH2:16])=[CH:5][CH:4]=1.[O:17]=[C:18]1[CH2:22][N:21]([C:23]([O:25][CH2:26][CH2:27][Si:28]([CH3:31])([CH3:30])[CH3:29])=[O:24])[C@H:20]([C:32]([O:34][CH3:35])=[O:33])[CH2:19]1. Given the product [OH:17][C@:18]1([C:3]2[CH:8]=[CH:7][C:6]([C:9]3[CH:14]=[CH:13][CH:12]=[CH:11][C:10]=3[CH:15]=[CH2:16])=[CH:5][CH:4]=2)[CH2:22][N:21]([C:23]([O:25][CH2:26][CH2:27][Si:28]([CH3:30])([CH3:31])[CH3:29])=[O:24])[C@H:20]([C:32]([O:34][CH3:35])=[O:33])[CH2:19]1, predict the reactants needed to synthesize it. (2) The reactants are: [Br:1][CH2:2][C:3]1[CH:4]=[CH:5][N:6]2[C:11]=1[C:10]([Cl:12])=[N:9][CH:8]=[N:7]2.[CH3:13][CH2:14][N:15]([CH2:18][CH3:19])[CH2:16][CH3:17]. Given the product [Br-:1].[Cl:12][C:10]1[C:11]2=[C:3]([CH2:2][N+:15]([CH2:18][CH3:19])([CH2:16][CH3:17])[CH2:14][CH3:13])[CH:4]=[CH:5][N:6]2[N:7]=[CH:8][N:9]=1, predict the reactants needed to synthesize it. (3) Given the product [CH3:17][O:15][C:14](=[O:16])[CH2:13][C:9]1[CH:10]=[CH:11][CH:12]=[C:7]([Br:6])[CH:8]=1, predict the reactants needed to synthesize it. The reactants are: S(=O)(=O)(O)O.[Br:6][C:7]1[CH:8]=[C:9]([CH2:13][C:14]([OH:16])=[O:15])[CH:10]=[CH:11][CH:12]=1.[CH3:17]O. (4) Given the product [Br:16][CH:9]([C:10]1[CH:11]=[CH:12][CH:13]=[CH:14][CH:15]=1)[C:7](=[O:8])[C:1]1[CH:2]=[CH:3][CH:4]=[CH:5][CH:6]=1, predict the reactants needed to synthesize it. The reactants are: [C:1]1([C:7]([CH2:9][C:10]2[CH:15]=[CH:14][CH:13]=[CH:12][CH:11]=2)=[O:8])[CH:6]=[CH:5][CH:4]=[CH:3][CH:2]=1.[Br-:16]. (5) Given the product [CH2:29]([N:36]1[CH2:37][CH2:38][N:39]([CH2:42][CH2:43][C:44]([NH:26][C:24]2[CH:23]=[CH:22][C:19]3[CH2:20][CH2:21][N:15]([C:13](=[O:14])[C:12]([F:11])([F:27])[F:28])[CH2:16][CH2:17][C:18]=3[CH:25]=2)=[O:45])[CH2:40][CH2:41]1)[C:30]1[CH:31]=[CH:32][CH:33]=[CH:34][CH:35]=1, predict the reactants needed to synthesize it. The reactants are: P(C#N)(OCC)(OCC)=O.[F:11][C:12]([F:28])([F:27])[C:13]([N:15]1[CH2:21][CH2:20][C:19]2[CH:22]=[CH:23][C:24]([NH2:26])=[CH:25][C:18]=2[CH2:17][CH2:16]1)=[O:14].[CH2:29]([N:36]1[CH2:41][CH2:40][N:39]([CH2:42][CH2:43][C:44](O)=[O:45])[CH2:38][CH2:37]1)[C:30]1[CH:35]=[CH:34][CH:33]=[CH:32][CH:31]=1.C(N(CC)CC)C. (6) Given the product [CH3:1][N:2]1[CH2:15][CH2:14][C:5]2[N:6]([CH2:26][CH2:25][C:27]3[CH:28]=[CH:29][C:30]([CH2:33][CH2:34][CH2:35][NH2:36])=[N:31][CH:32]=3)[C:7]3[CH:8]=[CH:9][C:10]([CH3:13])=[CH:11][C:12]=3[C:4]=2[CH2:3]1, predict the reactants needed to synthesize it. The reactants are: [CH3:1][N:2]1[CH2:15][CH2:14][C:5]2[NH:6][C:7]3[CH:8]=[CH:9][C:10]([CH3:13])=[CH:11][C:12]=3[C:4]=2[CH2:3]1.CN1C(=O)CCC1.[OH-].[K+].[CH:25]([C:27]1[CH:28]=[CH:29][C:30]([CH2:33][CH2:34][CH2:35][N:36]2C(=O)C3C(=CC=CC=3)C2=O)=[N:31][CH:32]=1)=[CH2:26]. (7) Given the product [NH2:7][C:8]1[CH:9]=[C:10]([CH2:11][OH:12])[CH:14]=[CH:15][CH:16]=1, predict the reactants needed to synthesize it. The reactants are: [H-].[H-].[H-].[H-].[Li+].[Al+3].[NH2:7][C:8]1[CH:9]=[C:10]([CH:14]=[CH:15][CH:16]=1)[C:11](O)=[O:12].O.[OH-].[Na+].